From a dataset of Reaction yield outcomes from USPTO patents with 853,638 reactions. Predict the reaction yield, written as a fraction of the theoretical maximum amount of product (1.0 means a 100% yield; for example, 0.34 means a 34% yield). (1) The reactants are [F:1][C:2]([F:14])([F:13])[C:3]1[CH:12]=[CH:11][C:6]([CH2:7][N:8]=[C:9]=[O:10])=[CH:5][CH:4]=1.[CH3:15][C:16]1[O:17][C:18]2[CH:24]=[CH:23][C:22]([NH2:25])=[CH:21][C:19]=2[N:20]=1. No catalyst specified. The product is [CH3:15][C:16]1[O:17][C:18]2[CH:24]=[CH:23][C:22]([NH:25][C:9]([NH:8][CH2:7][C:6]3[CH:11]=[CH:12][C:3]([C:2]([F:13])([F:14])[F:1])=[CH:4][CH:5]=3)=[O:10])=[CH:21][C:19]=2[N:20]=1. The yield is 0.410. (2) The reactants are [Cl:1][C:2]1[N:7]=[C:6](Cl)[C:5]([F:9])=[CH:4][N:3]=1.C(N(CC)CC)C.[CH:17]([O:19][CH2:20][CH2:21][CH2:22][CH3:23])=[CH2:18]. The catalyst is C([O-])(=O)C.[Pd+2].C([O-])(=O)C. The product is [CH2:20]([O:19]/[CH:17]=[CH:18]/[C:6]1[C:5]([F:9])=[CH:4][N:3]=[C:2]([Cl:1])[N:7]=1)[CH2:21][CH2:22][CH3:23]. The yield is 0.345. (3) The reactants are [Cl-].O[NH3+:3].[C:4](=[O:7])([O-])[OH:5].[Na+].CS(C)=O.[CH2:13]([C:17]1[N:22]2[N:23]=[CH:24][CH:25]=[C:21]2[N:20]([C@H:26]2[CH2:31][CH2:30][C@H:29]([O:32][CH2:33][C:34]([OH:37])([CH3:36])[CH3:35])[CH2:28][CH2:27]2)[C:19](=[O:38])[C:18]=1[CH2:39][C:40]1[CH:41]=[CH:42][C:43]([C:46]2[CH:53]=[CH:52][CH:51]=[CH:50][C:47]=2[C:48]#[N:49])=[N:44][CH:45]=1)[CH2:14][CH2:15][CH3:16]. The catalyst is C(OCC)(=O)C. The product is [CH2:13]([C:17]1[N:22]2[N:23]=[CH:24][CH:25]=[C:21]2[N:20]([C@H:26]2[CH2:27][CH2:28][C@H:29]([O:32][CH2:33][C:34]([OH:37])([CH3:35])[CH3:36])[CH2:30][CH2:31]2)[C:19](=[O:38])[C:18]=1[CH2:39][C:40]1[CH:45]=[N:44][C:43]([C:46]2[CH:53]=[CH:52][CH:51]=[CH:50][C:47]=2[C:48]2[NH:3][C:4](=[O:7])[O:5][N:49]=2)=[CH:42][CH:41]=1)[CH2:14][CH2:15][CH3:16]. The yield is 0.530. (4) The product is [C:26]([NH:27][C@H:28]1[CH2:32][CH2:31][N:30]([C:2]2[N:10]=[C:9]([NH:17][C:16]3[CH:18]=[CH:19][C:13]([F:12])=[C:14]([CH3:20])[CH:15]=3)[CH:8]=[CH:7][C:3]=2[C:4]([NH2:6])=[O:5])[CH2:29]1)(=[O:33])[CH:34]=[CH2:35]. The yield is 0.0690. No catalyst specified. The reactants are Cl[C:2]1[N:10]=[C:9](Cl)[CH:8]=[CH:7][C:3]=1[C:4]([NH2:6])=[O:5].[F:12][C:13]1[CH:19]=[CH:18][C:16]([NH2:17])=[CH:15][C:14]=1[CH3:20].C(O[C:26](=[O:33])[NH:27][C@H:28]1[CH2:32][CH2:31][NH:30][CH2:29]1)(C)(C)C.[C:34](O)(=O)[CH:35]=C. (5) The reactants are Cl[C:2](=[O:8])[CH2:3][C:4]([O:6][CH3:7])=[O:5].[CH2:9]([NH:12][C:13]1[CH:18]=[CH:17][C:16]([F:19])=[CH:15][CH:14]=1)[CH:10]=[CH2:11].CCN(C(C)C)C(C)C.O. The catalyst is CN(C1C=CN=CC=1)C.C(Cl)Cl. The product is [CH2:9]([N:12]([C:13]1[CH:14]=[CH:15][C:16]([F:19])=[CH:17][CH:18]=1)[C:2](=[O:8])[CH2:3][C:4]([O:6][CH3:7])=[O:5])[CH:10]=[CH2:11]. The yield is 0.920. (6) The catalyst is O.C1C=CC(/C=C/C(/C=C/C2C=CC=CC=2)=O)=CC=1.C1C=CC(/C=C/C(/C=C/C2C=CC=CC=2)=O)=CC=1.C1C=CC(/C=C/C(/C=C/C2C=CC=CC=2)=O)=CC=1.[Pd].[Pd].C1(C)C=CC=CC=1. The yield is 0.486. The product is [CH2:9]([S:8][C:5]1[CH:6]=[CH:7][C:2]([NH:1][C:75]2[CH:74]=[C:73]([F:81])[C:72]([Br:71])=[CH:77][C:76]=2[O:78][CH3:79])=[C:3](/[CH:16]=[CH:17]/[C:18]([O:20][CH2:21][CH3:22])=[O:19])[CH:4]=1)[C:10]1[CH:15]=[CH:14][CH:13]=[CH:12][CH:11]=1. The reactants are [NH2:1][C:2]1[CH:7]=[CH:6][C:5]([S:8][CH2:9][C:10]2[CH:15]=[CH:14][CH:13]=[CH:12][CH:11]=2)=[CH:4][C:3]=1/[CH:16]=[CH:17]/[C:18]([O:20][CH2:21][CH3:22])=[O:19].CC1(C)C2C(=C(P(C3C=CC=CC=3)C3C=CC=CC=3)C=CC=2)OC2C(P(C3C=CC=CC=3)C3C=CC=CC=3)=CC=CC1=2.CC(C)([O-])C.[Na+].[Br:71][C:72]1[CH:77]=[C:76]([O:78][CH3:79])[C:75](I)=[CH:74][C:73]=1[F:81]. (7) The reactants are C[O:2][C:3](=O)[CH:4]([CH3:20])[CH2:5][C@H:6]1[CH2:10][C:9](=[O:11])[N:8]([C@H:12]([C:14]2[CH:19]=[CH:18][CH:17]=[CH:16][CH:15]=2)[CH3:13])[CH2:7]1.[BH4-].[Na+].C(O)(=O)CC(CC(O)=O)(C(O)=O)O.O. The catalyst is CCO. The product is [OH:2][CH2:3][CH:4]([CH3:20])[CH2:5][C@@H:6]1[CH2:7][N:8]([C@H:12]([C:14]2[CH:15]=[CH:16][CH:17]=[CH:18][CH:19]=2)[CH3:13])[C:9](=[O:11])[CH2:10]1. The yield is 0.590. (8) The reactants are [NH2:1][C@@H:2]1[C:11]2[C:6](=[CH:7][CH:8]=[CH:9][CH:10]=2)[C@H:5]([OH:12])[CH2:4][CH2:3]1.[H-].[Na+].F[C:16]1[CH:17]=[CH:18][C:19]2[N:20]([C:22]([N:25]3[CH2:30][CH2:29][CH2:28][C@H:27]([O:31][Si:32]([CH:39]([CH3:41])[CH3:40])([CH:36]([CH3:38])[CH3:37])[CH:33]([CH3:35])[CH3:34])[CH2:26]3)=[N:23][N:24]=2)[CH:21]=1. The catalyst is CN(C=O)C.O. The product is [CH:39]([Si:32]([CH:33]([CH3:35])[CH3:34])([CH:36]([CH3:38])[CH3:37])[O:31][C@H:27]1[CH2:28][CH2:29][CH2:30][N:25]([C:22]2[N:20]3[CH:21]=[C:16]([O:12][C@H:5]4[C:6]5[C:11](=[CH:10][CH:9]=[CH:8][CH:7]=5)[C@@H:2]([NH2:1])[CH2:3][CH2:4]4)[CH:17]=[CH:18][C:19]3=[N:24][N:23]=2)[CH2:26]1)([CH3:41])[CH3:40]. The yield is 0.370. (9) The product is [N:1]([CH2:4][C@H:5]([O:17][CH2:18][C:19]1[CH:24]=[CH:23][CH:22]=[CH:21][CH:20]=1)[C@H:6]([O:9][CH2:10][C:11]1[CH:12]=[CH:13][CH:14]=[CH:15][CH:16]=1)[CH:7]=[CH2:8])=[N+:2]=[N-:3]. The reactants are [N:1]([CH2:4][C@H:5]([OH:17])[C@H:6]([O:9][CH2:10][C:11]1[CH:16]=[CH:15][CH:14]=[CH:13][CH:12]=1)[CH:7]=[CH2:8])=[N+:2]=[N-:3].[CH2:18](Br)[C:19]1[CH:24]=[CH:23][CH:22]=[CH:21][CH:20]=1.[H-].[Na+]. The catalyst is C1COCC1.[I-].C([N+](CCCC)(CCCC)CCCC)CCC. The yield is 0.650.